From a dataset of Reaction yield outcomes from USPTO patents with 853,638 reactions. Predict the reaction yield, written as a fraction of the theoretical maximum amount of product (1.0 means a 100% yield; for example, 0.34 means a 34% yield). (1) The reactants are Br[C:2]1[N:3]=[C:4]([N:23]2[CH2:28][CH2:27][O:26][CH2:25][CH2:24]2)[S:5][C:6]=1[C:7]1[N:11]2[N:12]=[C:13]([CH3:21])[CH:14]=[C:15]([CH:16]([CH2:19][CH3:20])[CH2:17][CH3:18])[C:10]2=[N:9][C:8]=1[CH3:22].[C:29]([Cu])#[N:30].CN(C=O)C.CCCCCC. The catalyst is CCOC(C)=O. The product is [CH2:17]([CH:16]([C:15]1[C:10]2[N:11]([C:7]([C:6]3[S:5][C:4]([N:23]4[CH2:28][CH2:27][O:26][CH2:25][CH2:24]4)=[N:3][C:2]=3[C:29]#[N:30])=[C:8]([CH3:22])[N:9]=2)[N:12]=[C:13]([CH3:21])[CH:14]=1)[CH2:19][CH3:20])[CH3:18]. The yield is 0.280. (2) The reactants are [Cl:1][C:2]1[CH:3]=[C:4]([CH2:9][S:10]([NH:13][C:14]2[N:15]=[N:16][C:17]([S:22]([CH2:25][CH3:26])(=[O:24])=[O:23])=[CH:18][C:19]=2[O:20]C)(=[O:12])=[O:11])[CH:5]=[C:6]([Cl:8])[CH:7]=1. The catalyst is Cl.O1CCOCC1. The product is [Cl:1][C:2]1[CH:3]=[C:4]([CH2:9][S:10]([NH:13][C:14]2[N:15]=[N:16][C:17]([S:22]([CH2:25][CH3:26])(=[O:24])=[O:23])=[CH:18][C:19]=2[OH:20])(=[O:11])=[O:12])[CH:5]=[C:6]([Cl:8])[CH:7]=1. The yield is 0.230. (3) The reactants are C(NC(C)C)(C)C.C([Li])CCC.[CH:13]1([C:18]([O:20][CH3:21])=[O:19])[CH2:17][CH2:16][CH2:15][CH2:14]1.[Br:22][CH2:23][CH2:24][CH2:25][CH2:26]Br. The catalyst is C1COCC1. The product is [CH3:21][O:20][C:18]([C:13]1([CH2:26][CH2:25][CH2:24][CH2:23][Br:22])[CH2:17][CH2:16][CH2:15][CH2:14]1)=[O:19]. The yield is 0.480. (4) The yield is 0.800. The reactants are N[C:2]1[C:3]2[C:4]3[C:5](=[CH:13][N:14]([C@@H:16]4[O:22][C@H:21]([CH2:23][OH:24])[C@@H:19]([OH:20])[C@@:17]4([CH3:25])[OH:18])[N:15]=2)[CH:6]=[CH:7][C:8]=3[C:9](=[O:12])[NH:10][N:11]=1.N([O-])=[O:27].[Na+]. The catalyst is C(O)(=O)C.CC[N+](CC)(CC)CC.[Br-]. The product is [CH3:25][C@@:17]1([OH:18])[C@H:19]([OH:20])[C@@H:21]([CH2:23][OH:24])[O:22][C@H:16]1[N:14]1[CH2:13][C:5]2=[CH:6][CH:7]=[C:8]3[C:9](=[O:12])[NH:10][NH:11][C:2](=[O:27])[C:3](=[C:4]23)[NH:15]1.